This data is from Full USPTO retrosynthesis dataset with 1.9M reactions from patents (1976-2016). The task is: Predict the reactants needed to synthesize the given product. (1) Given the product [C:14]([O:13][C:11]([NH:5][CH2:2][C:3]#[CH:4])=[O:12])([CH3:17])([CH3:16])[CH3:15], predict the reactants needed to synthesize it. The reactants are: Cl.[CH2:2]([NH2:5])[C:3]#[CH:4].C([O-])(O)=O.[Na+].[C:11](O[C:11]([O:13][C:14]([CH3:17])([CH3:16])[CH3:15])=[O:12])([O:13][C:14]([CH3:17])([CH3:16])[CH3:15])=[O:12]. (2) Given the product [N:14]1[CH:15]=[CH:16][CH:17]=[C:12]([NH:11][C:18](=[O:19])[O:20][C:21]([CH3:24])([CH3:23])[CH3:22])[CH:13]=1, predict the reactants needed to synthesize it. The reactants are: C[Si]([N-][Si](C)(C)C)(C)C.[Na+].[NH2:11][C:12]1[CH:13]=[N:14][CH:15]=[CH:16][CH:17]=1.[C:18](O[C:18]([O:20][C:21]([CH3:24])([CH3:23])[CH3:22])=[O:19])([O:20][C:21]([CH3:24])([CH3:23])[CH3:22])=[O:19].O. (3) Given the product [CH:3]1([C@H:7]([NH:9][C:10]2[N:18]=[C:17]([C:19]([OH:21])=[O:20])[N:16]=[C:15]3[C:11]=2[N:12]([CH2:32][C@H:33]2[CH2:38][CH2:37][C@H:36]([C:39]([F:41])([F:40])[F:42])[CH2:35][CH2:34]2)[C:13]([C:23]2[CH:28]=[C:27]([CH:29]([CH3:31])[CH3:30])[CH:26]=[CH:25][N:24]=2)=[N:14]3)[CH3:8])[CH2:4][CH2:5][CH2:6]1, predict the reactants needed to synthesize it. The reactants are: [Li+].[OH-].[CH:3]1([C@H:7]([NH:9][C:10]2[N:18]=[C:17]([C:19]([O:21]C)=[O:20])[N:16]=[C:15]3[C:11]=2[N:12]([CH2:32][C@H:33]2[CH2:38][CH2:37][C@H:36]([C:39]([F:42])([F:41])[F:40])[CH2:35][CH2:34]2)[C:13]([C:23]2[CH:28]=[C:27]([CH:29]([CH3:31])[CH3:30])[CH:26]=[CH:25][N:24]=2)=[N:14]3)[CH3:8])[CH2:6][CH2:5][CH2:4]1. (4) The reactants are: Br[CH:2]([CH3:15])[C:3]([NH:5][C:6]1[CH:11]=[C:10]([CH3:12])[CH:9]=[C:8]([CH3:13])[C:7]=1[OH:14])=[O:4].C(=O)([O-])[O-].[K+].[K+].O. Given the product [CH3:15][CH:2]1[C:3](=[O:4])[NH:5][C:6]2[CH:11]=[C:10]([CH3:12])[CH:9]=[C:8]([CH3:13])[C:7]=2[O:14]1, predict the reactants needed to synthesize it. (5) Given the product [CH2:24]([O:31][C:32]1[CH:33]=[C:34]2[C:39](=[CH:40][C:41]=1[O:42][CH3:43])[CH:38](/[CH:17]=[CH:16]/[C:11]1[CH:10]=[C:9]([O:8][CH2:1][C:2]3[CH:7]=[CH:6][CH:5]=[CH:4][CH:3]=3)[CH:14]=[CH:13][C:12]=1[CH3:15])[NH:37][CH2:36][CH2:35]2)[C:25]1[CH:30]=[CH:29][CH:28]=[CH:27][CH:26]=1, predict the reactants needed to synthesize it. The reactants are: [CH2:1]([O:8][C:9]1[CH:14]=[CH:13][C:12]([CH3:15])=[C:11](/[CH:16]=[CH:17]/Br)[CH:10]=1)[C:2]1[CH:7]=[CH:6][CH:5]=[CH:4][CH:3]=1.[Li]C(C)(C)C.[CH2:24]([O:31][C:32]1[CH:33]=[C:34]2[C:39](=[CH:40][C:41]=1[O:42][CH3:43])[CH:38]=[N:37][CH2:36][CH2:35]2)[C:25]1[CH:30]=[CH:29][CH:28]=[CH:27][CH:26]=1. (6) Given the product [Br:1][C:2]1[CH:7]=[C:6]([C:8]([F:17])([C:13]([F:15])([F:14])[F:16])[C:9]([F:10])([F:12])[F:11])[CH:5]=[C:4]([Cl:18])[C:3]=1[NH:19][C:20](=[O:31])[C:21]1[CH:26]=[CH:25][CH:24]=[C:23]([N+:27]([O-:29])=[O:28])[C:22]=1[O:33][CH3:32], predict the reactants needed to synthesize it. The reactants are: [Br:1][C:2]1[CH:7]=[C:6]([C:8]([F:17])([C:13]([F:16])([F:15])[F:14])[C:9]([F:12])([F:11])[F:10])[CH:5]=[C:4]([Cl:18])[C:3]=1[NH:19][C:20](=[O:31])[C:21]1[CH:26]=[CH:25][CH:24]=[C:23]([N+:27]([O-:29])=[O:28])[C:22]=1F.[C:32](=O)([O-])[O-:33].[K+].[K+]. (7) Given the product [CH3:37][O:36][CH2:35][CH2:34][CH2:33][N:30]1[C:31]2[C:26](=[CH:25][CH:24]=[C:23]([CH2:22][O:21][CH:9]3[CH:8]([C:5]4[CH:6]=[CH:7][C:2]([O:1][CH2:49][CH2:50][CH2:51][O:52][CH2:53][C:54]5[CH:59]=[CH:58][CH:57]=[CH:56][C:55]=5[CH3:60])=[CH:3][CH:4]=4)[CH2:13][CH2:12][N:11]([C:14]([O:16][C:17]([CH3:19])([CH3:20])[CH3:18])=[O:15])[CH2:10]3)[CH:32]=2)[CH2:27][CH2:28][C:29]1=[O:38], predict the reactants needed to synthesize it. The reactants are: [OH:1][C:2]1[CH:7]=[CH:6][C:5]([CH:8]2[CH2:13][CH2:12][N:11]([C:14]([O:16][C:17]([CH3:20])([CH3:19])[CH3:18])=[O:15])[CH2:10][CH:9]2[O:21][CH2:22][C:23]2[CH:32]=[C:31]3[C:26]([CH2:27][CH2:28][C:29](=[O:38])[N:30]3[CH2:33][CH2:34][CH2:35][O:36][CH3:37])=[CH:25][CH:24]=2)=[CH:4][CH:3]=1.C1(C)C=CC(S(O[CH2:49][CH2:50][CH2:51][O:52][CH2:53][C:54]2[CH:59]=[CH:58][CH:57]=[CH:56][C:55]=2[CH3:60])(=O)=O)=CC=1. (8) Given the product [F:1][CH:2]([F:12])[C:3]1[S:7][C:6]([CH2:8][OH:9])=[CH:5][CH:4]=1, predict the reactants needed to synthesize it. The reactants are: [F:1][CH:2]([F:12])[C:3]1[S:7][C:6]([C:8](OC)=[O:9])=[CH:5][CH:4]=1.CO.[BH4-].[Na+].